This data is from Catalyst prediction with 721,799 reactions and 888 catalyst types from USPTO. The task is: Predict which catalyst facilitates the given reaction. (1) Reactant: [F:1][C:2]1[CH:7]=[CH:6][C:5]([CH:8](O)[CH3:9])=[CH:4][CH:3]=1.P(Br)(Br)[Br:12].O. Product: [Br:12][CH:8]([C:5]1[CH:6]=[CH:7][C:2]([F:1])=[CH:3][CH:4]=1)[CH3:9]. The catalyst class is: 4. (2) Reactant: [F:1][C:2]1[CH:3]=[C:4]([CH:24]=[CH:25][CH:26]=1)[C:5]([N:7]=[C:8]1[N:12]([CH:13]([CH3:19])[C:14]([O:16]CC)=[O:15])[C:11]2[CH:20]=[CH:21][CH:22]=[CH:23][C:10]=2[S:9]1)=[O:6].O1CCCC1.[OH-].[Na+]. Product: [F:1][C:2]1[CH:3]=[C:4]([CH:24]=[CH:25][CH:26]=1)[C:5]([N:7]=[C:8]1[N:12]([CH:13]([CH3:19])[C:14]([OH:16])=[O:15])[C:11]2[CH:20]=[CH:21][CH:22]=[CH:23][C:10]=2[S:9]1)=[O:6]. The catalyst class is: 5. (3) Reactant: [ClH:1].C([C:9]12[NH:16][CH:13]([CH2:14][CH2:15]1)[CH2:12][N:11]([C:17]([O:19][C:20]([CH3:23])([CH3:22])[CH3:21])=[O:18])[CH2:10]2)C1C=CC=CC=1.[H][H]. Product: [ClH:1].[CH:9]12[NH:16][CH:13]([CH2:14][CH2:15]1)[CH2:12][N:11]([C:17]([O:19][C:20]([CH3:23])([CH3:22])[CH3:21])=[O:18])[CH2:10]2. The catalyst class is: 43. (4) Reactant: C[Si](C)(C)CCOC[N:7]1[C:11]2[CH:12]=[CH:13][CH:14]=[CH:15][C:10]=2[N:9]=[C:8]1[CH:16]=O.[NH:20]1[C:24]2[CH:25]=[CH:26][CH:27]=[CH:28][C:23]=2[N:22]=[C:21]1[CH2:29][N:30]([CH:40]1[C:49]2[N:48]=[CH:47][CH:46]=[CH:45][C:44]=2[CH2:43][CH2:42][CH2:41]1)[CH2:31][C:32]1[CH:37]=[CH:36][C:35]([CH2:38][NH2:39])=[CH:34][CH:33]=1.[BH4-].[Na+]. Product: [NH:20]1[C:24]2[CH:25]=[CH:26][CH:27]=[CH:28][C:23]=2[N:22]=[C:21]1[CH2:29][N:30]([CH2:31][C:32]1[CH:37]=[CH:36][C:35]([CH2:38][NH:39][CH2:16][C:8]2[NH:7][C:11]3[CH:12]=[CH:13][CH:14]=[CH:15][C:10]=3[N:9]=2)=[CH:34][CH:33]=1)[CH:40]1[C:49]2[N:48]=[CH:47][CH:46]=[CH:45][C:44]=2[CH2:43][CH2:42][CH2:41]1. The catalyst class is: 5. (5) Reactant: [F:1][C:2]1[CH:7]=[CH:6][C:5]([N:8]2[C:11](=[O:12])[C@H:10]([S:13][CH2:14][CH:15]([OH:24])[C:16]3[CH:21]=[CH:20][C:19]([S:22][CH3:23])=[CH:18][CH:17]=3)[C@H:9]2[C:25]2[CH:35]=[CH:34][C:28]([O:29][CH2:30][C:31]([OH:33])=O)=[CH:27][CH:26]=2)=[CH:4][CH:3]=1.CN1CCOCC1.CN(C(ON1N=NC2C=CC=CC1=2)=[N+](C)C)C.[B-](F)(F)(F)F.[NH2:65][CH2:66][C:67]([NH:69][C@@H:70]([C:75]([OH:77])=[O:76])[C:71]([CH3:74])([CH3:73])[CH3:72])=[O:68].[BH4-].[Na+]. Product: [F:1][C:2]1[CH:7]=[CH:6][C:5]([N:8]2[C:11](=[O:12])[C@H:10]([S:13][CH2:14][CH:15]([OH:24])[C:16]3[CH:21]=[CH:20][C:19]([S:22][CH3:23])=[CH:18][CH:17]=3)[C@H:9]2[C:25]2[CH:35]=[CH:34][C:28]([O:29][CH2:30][C:31]([NH:65][CH2:66][C:67]([NH:69][C@@H:70]([C:75]([OH:77])=[O:76])[C:71]([CH3:72])([CH3:73])[CH3:74])=[O:68])=[O:33])=[CH:27][CH:26]=2)=[CH:4][CH:3]=1. The catalyst class is: 121. (6) Reactant: [Cl:1][C:2]1[CH:3]=[C:4]([NH:9][C:10]2[N:15]=[C:14]([NH:16][CH2:17][CH2:18][CH2:19][O:20][CH3:21])[C:13]([C:22]#[N:23])=[CH:12][N:11]=2)[CH:5]=[CH:6][C:7]=1[F:8].O.[OH-].[Na+].[O:27]1CCOCC1. Product: [Cl:1][C:2]1[CH:3]=[C:4]([NH:9][C:10]2[N:15]=[C:14]([NH:16][CH2:17][CH2:18][CH2:19][O:20][CH3:21])[C:13]([C:22]([NH2:23])=[O:27])=[CH:12][N:11]=2)[CH:5]=[CH:6][C:7]=1[F:8]. The catalyst class is: 5. (7) Reactant: COC1C=C(OC)C=CC=1C[N:6]1[C:10](=[O:11])[C@H:9]([CH3:12])[C@@H:8]([C:13]([OH:15])=[O:14])[CH2:7]1.C1(OC)C=CC=CC=1. Product: [CH3:12][C@H:9]1[C:10](=[O:11])[NH:6][CH2:7][C@@H:8]1[C:13]([OH:15])=[O:14]. The catalyst class is: 55. (8) Reactant: [CH3:1][C:2]1[N:7]=[C:6]([CH2:8]O)[CH:5]=[CH:4][CH:3]=1.S(Cl)([Cl:12])=O. Product: [Cl:12][CH2:8][C:6]1[CH:5]=[CH:4][CH:3]=[C:2]([CH3:1])[N:7]=1. The catalyst class is: 2. (9) Product: [CH2:51]([O:50][C:48](=[O:49])[CH2:47][CH2:46][C:40]1[CH:41]=[CH:42][C:43]([O:19][CH2:20][C:21]2[CH:30]=[CH:29][CH:28]=[C:27]3[C:22]=2[CH2:23][CH2:24][CH2:25][N:26]3[C:31]([O:33][C:34]([CH3:37])([CH3:36])[CH3:35])=[O:32])=[CH:44][C:39]=1[F:38])[CH3:52]. The catalyst class is: 1. Reactant: N(C(N1CCCCC1)=O)=NC(N1CCCCC1)=O.[OH:19][CH2:20][C:21]1[CH:30]=[CH:29][CH:28]=[C:27]2[C:22]=1[CH2:23][CH2:24][CH2:25][N:26]2[C:31]([O:33][C:34]([CH3:37])([CH3:36])[CH3:35])=[O:32].[F:38][C:39]1[CH:44]=[C:43](O)[CH:42]=[CH:41][C:40]=1[CH2:46][CH2:47][C:48]([O:50][CH2:51][CH3:52])=[O:49].C(P(CCCC)CCCC)CCC.